Dataset: Peptide-MHC class II binding affinity with 134,281 pairs from IEDB. Task: Regression. Given a peptide amino acid sequence and an MHC pseudo amino acid sequence, predict their binding affinity value. This is MHC class II binding data. (1) The peptide sequence is YANYRDIDLGRNEVV. The MHC is HLA-DPA10103-DPB10401 with pseudo-sequence HLA-DPA10103-DPB10401. The binding affinity (normalized) is 0.214. (2) The peptide sequence is EKKDFAATQFEPLAA. The MHC is HLA-DPA10201-DPB10101 with pseudo-sequence HLA-DPA10201-DPB10101. The binding affinity (normalized) is 0.988. (3) The peptide sequence is CAVVIIGVLHQNFKD. The MHC is HLA-DQA10501-DQB10303 with pseudo-sequence HLA-DQA10501-DQB10303. The binding affinity (normalized) is 0.184.